Dataset: Reaction yield outcomes from USPTO patents with 853,638 reactions. Task: Predict the reaction yield, written as a fraction of the theoretical maximum amount of product (1.0 means a 100% yield; for example, 0.34 means a 34% yield). (1) The reactants are CC1C=CC(S(O[CH2:12][CH:13]2[CH2:17][C:16]3[CH:18]=[CH:19][CH:20]=[C:21]([C:22]4[C:27]([Cl:28])=[CH:26][CH:25]=[CH:24][C:23]=4[Cl:29])[C:15]=3[O:14]2)(=O)=O)=CC=1.[N-:30]=[N+:31]=[N-:32].[Na+]. No catalyst specified. The product is [Cl:29][C:23]1[CH:24]=[CH:25][CH:26]=[C:27]([Cl:28])[C:22]=1[C:21]1[C:15]2[O:14][CH:13]([CH2:12][N:30]=[N+:31]=[N-:32])[CH2:17][C:16]=2[CH:18]=[CH:19][CH:20]=1. The yield is 0.900. (2) The reactants are Cl[C:2]1[C:11]2[C:6](=[CH:7][C:8]([Cl:12])=[CH:9][CH:10]=2)[N:5]=[C:4]([C:13]#[N:14])[CH:3]=1.[F:15][C:16]1[CH:21]=[C:20]([O:22][CH3:23])[CH:19]=[CH:18][C:17]=1B(O)O.C(=O)([O-])[O-].[Na+].[Na+].C1(C)C=CC=CC=1. The catalyst is CCOC(C)=O.C1C=CC([P]([Pd]([P](C2C=CC=CC=2)(C2C=CC=CC=2)C2C=CC=CC=2)([P](C2C=CC=CC=2)(C2C=CC=CC=2)C2C=CC=CC=2)[P](C2C=CC=CC=2)(C2C=CC=CC=2)C2C=CC=CC=2)(C2C=CC=CC=2)C2C=CC=CC=2)=CC=1. The product is [Cl:12][C:8]1[CH:7]=[C:6]2[C:11]([C:2]([C:17]3[CH:18]=[CH:19][C:20]([O:22][CH3:23])=[CH:21][C:16]=3[F:15])=[CH:3][C:4]([C:13]#[N:14])=[N:5]2)=[CH:10][CH:9]=1. The yield is 0.523. (3) The catalyst is C1COCC1. The product is [CH3:3][C:4]1[N:8]([CH2:9][C:10]2[CH:15]=[CH:14][CH:13]=[C:12]([C:16]([F:18])([F:17])[F:19])[C:11]=2[CH3:20])[C:7]2[CH:21]=[C:22]([N:29]3[CH2:30][CH2:31][O:32][CH2:33][CH2:34]3)[CH:23]=[C:24]([C:25]([OH:27])=[O:26])[C:6]=2[N:5]=1. The reactants are [Li+].[OH-].[CH3:3][C:4]1[N:8]([CH2:9][C:10]2[CH:15]=[CH:14][CH:13]=[C:12]([C:16]([F:19])([F:18])[F:17])[C:11]=2[CH3:20])[C:7]2[CH:21]=[C:22]([N:29]3[CH2:34][CH2:33][O:32][CH2:31][CH2:30]3)[CH:23]=[C:24]([C:25]([O:27]C)=[O:26])[C:6]=2[N:5]=1. The yield is 0.880. (4) The product is [NH:24]1[CH2:23][CH:22]([C:16]2[C:15]([O:36][CH2:37][CH3:38])=[C:14]([CH:12]([N:8]3[C:4]4=[N:5][CH:6]=[N:7][C:2]([NH2:1])=[C:3]4[C:10]([CH3:11])=[N:9]3)[CH3:13])[CH:19]=[C:18]([Cl:20])[C:17]=2[CH3:21])[CH2:25]1. The yield is 0.920. The reactants are [NH2:1][C:2]1[N:7]=[CH:6][N:5]=[C:4]2[N:8]([CH:12]([C:14]3[C:15]([O:36][CH2:37][CH3:38])=[C:16]([CH:22]4[CH2:25][N:24](C(OCC5C=CC=CC=5)=O)[CH2:23]4)[C:17]([CH3:21])=[C:18]([Cl:20])[CH:19]=3)[CH3:13])[N:9]=[C:10]([CH3:11])[C:3]=12.Cl.O. The catalyst is CO.[Pd]. (5) The reactants are Br[C:2]1[N:10]=[CH:9][N:8]=[C:7]2[C:3]=1[N:4]=[CH:5][NH:6]2.[NH2:11][CH:12]([C:15]1[N:16]=[C:17]2[CH:26]=[CH:25][CH:24]=[C:23]([CH3:27])[N:18]2[C:19](=[O:22])[C:20]=1[I:21])[CH2:13][CH3:14].C(N(CC)C(C)C)(C)C. The catalyst is C(O)C. The product is [I:21][C:20]1[C:19](=[O:22])[N:18]2[C:23]([CH3:27])=[CH:24][CH:25]=[CH:26][C:17]2=[N:16][C:15]=1[CH:12]([NH:11][C:2]1[N:10]=[CH:9][N:8]=[C:7]2[C:3]=1[N:4]=[CH:5][NH:6]2)[CH2:13][CH3:14]. The yield is 0.825. (6) The reactants are [CH3:1][O:2][C:3]1[CH:4]=[C:5]([CH:20]=[CH:21][CH:22]=1)[CH2:6][N:7]1[C:15]2[C:10](=[CH:11][C:12]([N+:16]([O-])=O)=[CH:13][CH:14]=2)[C:9](=[O:19])[NH:8]1.[C:23]1([C:29]2[O:30][C:31]([C:37]([F:40])([F:39])[F:38])=[C:32]([C:34](O)=[O:35])[N:33]=2)[CH:28]=[CH:27][CH:26]=[CH:25][CH:24]=1.CCN=C=NCCCN(C)C. The catalyst is CCO.[Pd]. The product is [CH3:1][O:2][C:3]1[CH:4]=[C:5]([CH:20]=[CH:21][CH:22]=1)[CH2:6][N:7]1[C:15]2[C:10](=[CH:11][C:12]([NH:16][C:34]([C:32]3[N:33]=[C:29]([C:23]4[CH:28]=[CH:27][CH:26]=[CH:25][CH:24]=4)[O:30][C:31]=3[C:37]([F:39])([F:40])[F:38])=[O:35])=[CH:13][CH:14]=2)[C:9](=[O:19])[NH:8]1. The yield is 0.350. (7) The reactants are Br[C:2]1[C:3]([O:9][CH2:10][C@H:11]2[CH2:13][C@@H:12]2[C:14]2[CH:19]=[CH:18][C:17]([O:20][CH3:21])=[CH:16][N:15]=2)=[N:4][C:5]([CH3:8])=[N:6][CH:7]=1.[C:22]([C:24]1[CH:29]=[CH:28][C:27](B(O)O)=[CH:26][CH:25]=1)#[N:23].C([O-])([O-])=O.[K+].[K+]. The catalyst is CCOC(C)=O.C1C=CC([P]([Pd]([P](C2C=CC=CC=2)(C2C=CC=CC=2)C2C=CC=CC=2)([P](C2C=CC=CC=2)(C2C=CC=CC=2)C2C=CC=CC=2)[P](C2C=CC=CC=2)(C2C=CC=CC=2)C2C=CC=CC=2)(C2C=CC=CC=2)C2C=CC=CC=2)=CC=1. The product is [CH3:21][O:20][C:17]1[CH:18]=[CH:19][C:14]([C@H:12]2[CH2:13][C@@H:11]2[CH2:10][O:9][C:3]2[C:2]([C:27]3[CH:28]=[CH:29][C:24]([C:22]#[N:23])=[CH:25][CH:26]=3)=[CH:7][N:6]=[C:5]([CH3:8])[N:4]=2)=[N:15][CH:16]=1. The yield is 0.900. (8) The reactants are [Cl:1][C:2]1[CH:3]=[CH:4][C:5]([NH:11][C:12]2[C:17]([Cl:18])=[CH:16][N:15]=[C:14]([NH:19][C:20]3[N:24]([CH:25]([CH3:27])[CH3:26])[N:23]=[C:22]([CH3:28])[CH:21]=3)[CH:13]=2)=[C:6]([CH:10]=1)[C:7]([OH:9])=O.C1C=CC2[N:37]([OH:38])N=NC=2C=1.[CH2:39](Cl)CCl.CCN(C(C)C)C(C)C. The catalyst is CN(C)C=O.C(O)(=O)C.O. The product is [Cl:1][C:2]1[CH:3]=[CH:4][C:5]([NH:11][C:12]2[C:17]([Cl:18])=[CH:16][N:15]=[C:14]([NH:19][C:20]3[N:24]([CH:25]([CH3:27])[CH3:26])[N:23]=[C:22]([CH3:28])[CH:21]=3)[CH:13]=2)=[C:6]([CH:10]=1)[C:7]([NH:37][O:38][CH3:39])=[O:9]. The yield is 0.268.